The task is: Predict which catalyst facilitates the given reaction.. This data is from Catalyst prediction with 721,799 reactions and 888 catalyst types from USPTO. (1) Reactant: [CH3:1][O:2][C:3]1[CH:19]=[CH:18][C:6]([CH2:7][N:8]2[C:16]3[C:11](=[CH:12][CH:13]=[C:14](Br)[CH:15]=3)[CH:10]=[N:9]2)=[CH:5][CH:4]=1.[CH3:20][N:21]1[CH2:26][CH2:25][NH:24][CH2:23][CH2:22]1.C([O-])([O-])=O.[Cs+].[Cs+].C1C=CC(P(C2C(C3C(P(C4C=CC=CC=4)C4C=CC=CC=4)=CC=C4C=3C=CC=C4)=C3C(C=CC=C3)=CC=2)C2C=CC=CC=2)=CC=1. Product: [CH3:1][O:2][C:3]1[CH:19]=[CH:18][C:6]([CH2:7][N:8]2[C:16]3[C:11](=[CH:12][CH:13]=[C:14]([N:24]4[CH2:25][CH2:26][N:21]([CH3:20])[CH2:22][CH2:23]4)[CH:15]=3)[CH:10]=[N:9]2)=[CH:5][CH:4]=1. The catalyst class is: 222. (2) Reactant: C[O:2][C:3](=[O:17])[CH2:4][N:5]([C:10]([O:12][C:13]([CH3:16])([CH3:15])[CH3:14])=[O:11])[CH2:6][CH:7]([CH3:9])[CH3:8].O.[OH-].[Li+]. Product: [C:13]([O:12][C:10]([N:5]([CH2:6][CH:7]([CH3:9])[CH3:8])[CH2:4][C:3]([OH:17])=[O:2])=[O:11])([CH3:16])([CH3:15])[CH3:14]. The catalyst class is: 299. (3) Reactant: [CH2:1]([C:8]1[C:13](=[O:14])[N:12]([C:15]2[CH:20]=[CH:19][CH:18]=[C:17](C(O)=O)[CH:16]=2)[C:11]2[N:24]=[CH:25][CH:26]=[CH:27][C:10]=2[N:9]=1)C1C=CC=CC=1.C([N:30]([CH2:33]C)CC)C.C1(P(N=[N+]=[N-])(C2C=CC=CC=2)=[O:42])C=CC=CC=1.[NH2:52][C:53]1[CH:58]=[CH:57][CH:56]=[CH:55][N:54]=1.[C:59]1(C)[CH:64]=[CH:63][CH:62]=[CH:61][CH:60]=1. Product: [CH2:1]([C:8]1[C:13](=[O:14])[N:12]([C:15]2[CH:20]=[CH:19][CH:18]=[C:17]([NH:30][C:33]([NH:52][C:53]3[CH:58]=[CH:57][CH:56]=[CH:55][N:54]=3)=[O:42])[CH:16]=2)[C:11]2[N:24]=[CH:25][CH:26]=[CH:27][C:10]=2[N:9]=1)[C:59]1[CH:64]=[CH:63][CH:62]=[CH:61][CH:60]=1. The catalyst class is: 69. (4) Reactant: C(NC(C)C)(C)C.C([Li])CCC.[F:13][C:14]([F:28])([F:27])[CH2:15][CH:16]([S:18]([C:21]1[CH:26]=[CH:25][CH:24]=[CH:23][CH:22]=1)(=[O:20])=[O:19])[CH3:17].[I:29]I. Product: [F:28][C:14]([F:13])([F:27])[CH2:15][C:16]([I:29])([S:18]([C:21]1[CH:26]=[CH:25][CH:24]=[CH:23][CH:22]=1)(=[O:19])=[O:20])[CH3:17]. The catalyst class is: 7. (5) Reactant: [C:1]([O-:6])(=[O:5])[C:2]([CH3:4])=[CH2:3].[Na+].C([O-])(=O)C=C.C1(C=CC(O)=CC=1)O.Cl[CH2:22][Si:23]([O:28][CH3:29])([O:26][CH3:27])[O:24][CH3:25].C([O-])(=O)C.[Na+]. Product: [C:1]([O:6][CH2:22][Si:23]([O:28][CH3:29])([O:26][CH3:27])[O:24][CH3:25])(=[O:5])[C:2]([CH3:4])=[CH2:3]. The catalyst class is: 9.